This data is from Experimentally validated miRNA-target interactions with 360,000+ pairs, plus equal number of negative samples. The task is: Binary Classification. Given a miRNA mature sequence and a target amino acid sequence, predict their likelihood of interaction. The miRNA is mmu-miR-764-5p with sequence GGUGCUCACAUGUCCUCCU. The protein sequence of the target gene is METRQVSRSPRVRLLLLLLLLLVVPWGVRTASGVALPPVGVLSLRPPGRAWADPATPRPRRSLALADDAAFRERARLLAALERRHWLNSYMHKLLVLDAP. Result: 0 (no interaction).